Dataset: Full USPTO retrosynthesis dataset with 1.9M reactions from patents (1976-2016). Task: Predict the reactants needed to synthesize the given product. (1) Given the product [F:23][C:2]([F:1])([F:22])[C:3]1[CH:17]=[C:16]([C:18]([F:21])([F:20])[F:19])[CH:15]=[CH:14][C:4]=1[CH2:5][N:6]1[CH2:11][CH2:10][CH:9](/[CH:12]=[C:34]2/[C:30]([NH:29][CH:26]3[CH2:27][CH2:28][O:24][CH2:25]3)=[N:31][C:32](=[O:35])[S:33]/2)[CH2:8][CH2:7]1, predict the reactants needed to synthesize it. The reactants are: [F:1][C:2]([F:23])([F:22])[C:3]1[CH:17]=[C:16]([C:18]([F:21])([F:20])[F:19])[CH:15]=[CH:14][C:4]=1[CH2:5][N:6]1[CH2:11][CH2:10][CH:9]([CH:12]=O)[CH2:8][CH2:7]1.[O:24]1[CH2:28][CH2:27][CH:26]([NH:29][C:30]2[CH2:34][S:33][C:32](=[O:35])[N:31]=2)[CH2:25]1.C([O-])(=O)C.[NH2+]1CCCCC1. (2) The reactants are: [OH:1][C:2]1[C:9]([O:10][CH3:11])=[CH:8][C:5]([CH:6]=O)=[CH:4][C:3]=1[O:12][CH3:13].[ClH:14].CO.[CH3:17][O:18][C:19]1[C:34]([O:35][CH3:36])=[CH:33][CH:32]=[CH:31][C:20]=1[CH2:21][NH:22][CH2:23][CH:24](OCC)OCC. Given the product [ClH:14].[CH3:13][O:12][C:3]1[CH:4]=[C:5]([CH2:6][C:24]2[C:31]3[C:20](=[C:19]([O:18][CH3:17])[C:34]([O:35][CH3:36])=[CH:33][CH:32]=3)[CH:21]=[N:22][CH:23]=2)[CH:8]=[C:9]([O:10][CH3:11])[C:2]=1[OH:1], predict the reactants needed to synthesize it. (3) Given the product [NH2:1][C:4]1[CH:5]=[CH:6][C:7]([CH2:10][CH2:11][C:12]#[N:13])=[CH:8][CH:9]=1, predict the reactants needed to synthesize it. The reactants are: [N+:1]([C:4]1[CH:9]=[CH:8][C:7]([CH2:10][CH2:11][C:12]#[N:13])=[CH:6][CH:5]=1)([O-])=O.CCOC(C)=O. (4) Given the product [CH3:3][O:4][C:5]1[CH:10]=[C:9]([O:11][CH3:12])[CH:8]=[CH:7][C:6]=1[CH2:13][N:14]([CH2:16][C:17]1[C:21]([F:22])=[C:20]([C:23]2[C:24]([F:29])=[N:25][CH:26]=[CH:27][CH:28]=2)[N:19]([S:51]([C:47]2[CH:46]=[N:45][CH:50]=[CH:49][CH:48]=2)(=[O:53])=[O:52])[CH:18]=1)[CH3:15], predict the reactants needed to synthesize it. The reactants are: [H-].[Na+].[CH3:3][O:4][C:5]1[CH:10]=[C:9]([O:11][CH3:12])[CH:8]=[CH:7][C:6]=1[CH2:13][N:14]([CH2:16][C:17]1[C:21]([F:22])=[C:20]([C:23]2[C:24]([F:29])=[N:25][CH:26]=[CH:27][CH:28]=2)[NH:19][CH:18]=1)[CH3:15].C1OCCOCCOCCOCCOC1.[N:45]1[CH:50]=[CH:49][CH:48]=[C:47]([S:51](Cl)(=[O:53])=[O:52])[CH:46]=1. (5) Given the product [Cl:50][C:51]1[C:52]([C:59]2[CH:64]=[N:63][C:62]([C:65]([F:67])([F:68])[F:66])=[N:61][CH:60]=2)=[CH:53][C:54]([CH2:57][NH:58][C:14]([C@@H:9]2[CH2:10][C@@H:11]([F:13])[CH2:12][N:8]2[C:6]([O:5][C:1]([CH3:2])([CH3:3])[CH3:4])=[O:7])=[O:16])=[N:55][CH:56]=1, predict the reactants needed to synthesize it. The reactants are: [C:1]([O:5][C:6]([N:8]1[CH2:12][C@H:11]([F:13])[CH2:10][C@H:9]1[C:14]([OH:16])=O)=[O:7])([CH3:4])([CH3:3])[CH3:2].CN(C(ON1N=NC2C=CC=NC1=2)=[N+](C)C)C.F[P-](F)(F)(F)(F)F.CCN(C(C)C)C(C)C.[Cl:50][C:51]1[C:52]([C:59]2[CH:60]=[N:61][C:62]([C:65]([F:68])([F:67])[F:66])=[N:63][CH:64]=2)=[CH:53][C:54]([CH2:57][NH2:58])=[N:55][CH:56]=1.